This data is from Forward reaction prediction with 1.9M reactions from USPTO patents (1976-2016). The task is: Predict the product of the given reaction. (1) Given the reactants Br[C:2]1[N:7]=[C:6]2[S:8][C:9]([NH:11][C:12](=[O:24])[C:13]3[CH:18]=[CH:17][C:16]([C:19]([CH3:23])([CH3:22])[CH2:20][OH:21])=[CH:15][CH:14]=3)=[N:10][C:5]2=[CH:4][CH:3]=1.[CH3:25][C:26]1[C:30](B2OC(C)(C)C(C)(C)O2)=[CH:29][NH:28][N:27]=1, predict the reaction product. The product is: [OH:21][CH2:20][C:19]([C:16]1[CH:17]=[CH:18][C:13]([C:12]([NH:11][C:9]2[S:8][C:6]3[C:5]([N:10]=2)=[CH:4][CH:3]=[C:2]([C:30]2[C:26]([CH3:25])=[N:27][NH:28][CH:29]=2)[N:7]=3)=[O:24])=[CH:14][CH:15]=1)([CH3:23])[CH3:22]. (2) Given the reactants [NH2:1][C:2]1[CH:3]=[CH:4][C:5]([F:12])=[C:6]([CH2:8][C:9]([OH:11])=[O:10])[CH:7]=1.S(=O)(=O)(O)O.C([O-])([O-])=O.[Na+].[Na+].[CH2:24](O)[CH3:25], predict the reaction product. The product is: [NH2:1][C:2]1[CH:3]=[CH:4][C:5]([F:12])=[C:6]([CH2:8][C:9]([O:11][CH2:24][CH3:25])=[O:10])[CH:7]=1.